This data is from Full USPTO retrosynthesis dataset with 1.9M reactions from patents (1976-2016). The task is: Predict the reactants needed to synthesize the given product. (1) Given the product [F:19][C:20]1[CH:25]=[CH:24][C:23]([F:26])=[CH:22][C:21]=1[S:27]([NH:1][C:2]1[CH:3]=[C:4]([CH:9]=[CH:10][C:11]=1[F:12])[C:5]([O:7][CH3:8])=[O:6])(=[O:29])=[O:28], predict the reactants needed to synthesize it. The reactants are: [NH2:1][C:2]1[CH:3]=[C:4]([CH:9]=[CH:10][C:11]=1[F:12])[C:5]([O:7][CH3:8])=[O:6].N1C=CC=CC=1.[F:19][C:20]1[CH:25]=[CH:24][C:23]([F:26])=[CH:22][C:21]=1[S:27](Cl)(=[O:29])=[O:28]. (2) Given the product [Cl:30][C:27]1[CH:28]=[CH:29][C:24]([C:23]([C:18]2[CH:19]=[CH:20][CH:21]=[CH:22][C:17]=2[C:12]2[C:13]([CH3:16])=[N:14][O:15][C:11]=2[CH2:10][OH:9])=[O:31])=[CH:25][CH:26]=1, predict the reactants needed to synthesize it. The reactants are: C([O:9][CH2:10][C:11]1[O:15][N:14]=[C:13]([CH3:16])[C:12]=1[C:17]1[CH:22]=[CH:21][CH:20]=[CH:19][C:18]=1[C:23](=[O:31])[C:24]1[CH:29]=[CH:28][C:27]([Cl:30])=[CH:26][CH:25]=1)(=O)C1C=CC=CC=1.C1COCC1.CO.O.[OH-].[Li+]. (3) Given the product [C:22]([O:21][C:19]([NH:18][C@H:14]1[CH2:15][CH2:16][CH2:17][N:12]([CH2:11][C:8]2[CH:9]=[CH:10][C:5]([C:4]([OH:31])=[O:3])=[CH:6][C:7]=2[O:26][C:27]([F:30])([F:28])[F:29])[CH2:13]1)=[O:20])([CH3:25])([CH3:23])[CH3:24], predict the reactants needed to synthesize it. The reactants are: C([O:3][C:4](=[O:31])[C:5]1[CH:10]=[CH:9][C:8]([CH2:11][N:12]2[CH2:17][CH2:16][CH2:15][C@H:14]([NH:18][C:19]([O:21][C:22]([CH3:25])([CH3:24])[CH3:23])=[O:20])[CH2:13]2)=[C:7]([O:26][C:27]([F:30])([F:29])[F:28])[CH:6]=1)C.C(OC(N1CCN(CC2C=CC(C(O)=O)=CC=2C(F)(F)F)CC1)=O)(C)(C)C.